Dataset: Forward reaction prediction with 1.9M reactions from USPTO patents (1976-2016). Task: Predict the product of the given reaction. (1) Given the reactants [CH2:1]([N:5]([CH2:26][CH2:27][CH2:28][CH3:29])[C:6]1[CH:18]=[C:17]2[C:9]([C:10]3[CH:11]=[CH:12][C:13]([C:19]4[S:23][C:22]([CH:24]=O)=[CH:21][CH:20]=4)=[CH:14][C:15]=3[CH2:16]2)=[CH:8][CH:7]=1)[CH2:2][CH2:3][CH3:4].[C:30]([CH2:32][C:33]([OH:35])=[O:34])#[N:31].N1CCCCC1, predict the reaction product. The product is: [C:30]([C:32](=[CH:24][C:22]1[S:23][C:19]([C:13]2[CH:12]=[CH:11][C:10]3[C:9]4[C:17](=[CH:18][C:6]([N:5]([CH2:1][CH2:2][CH2:3][CH3:4])[CH2:26][CH2:27][CH2:28][CH3:29])=[CH:7][CH:8]=4)[CH2:16][C:15]=3[CH:14]=2)=[CH:20][CH:21]=1)[C:33]([OH:35])=[O:34])#[N:31]. (2) The product is: [Cl:2][C:3]1[CH:4]=[CH:5][C:6]([N:32]2[CH:36]=[N:35][N:34]=[N:33]2)=[C:7]([C:9]2[CH:17]=[C:16]3[N:12]([C@H:13]([C:18]4[NH:19][C:20]([C:23]5[CH:24]=[C:25]([C:28]([O:30][CH3:38])=[O:29])[S:26][CH:27]=5)=[CH:21][N:22]=4)[CH2:14][CH2:15]3)[C:11](=[O:31])[CH:10]=2)[CH:8]=1. Given the reactants Cl.[Cl:2][C:3]1[CH:4]=[CH:5][C:6]([N:32]2[CH:36]=[N:35][N:34]=[N:33]2)=[C:7]([C:9]2[CH:17]=[C:16]3[N:12]([C@H:13]([C:18]4[NH:19][C:20]([C:23]5[CH:24]=[C:25]([C:28]([OH:30])=[O:29])[S:26][CH:27]=5)=[CH:21][N:22]=4)[CH2:14][CH2:15]3)[C:11](=[O:31])[CH:10]=2)[CH:8]=1.Cl[CH2:38]Cl.CO.C[Si](C=[N+]=[N-])(C)C, predict the reaction product.